This data is from Forward reaction prediction with 1.9M reactions from USPTO patents (1976-2016). The task is: Predict the product of the given reaction. Given the reactants [Cl:1][C:2]1[CH:11]=[C:10]2[C:5]([C:6]([C:19]3[CH:24]=[CH:23][C:22]([F:25])=[CH:21][CH:20]=3)=[C:7]([C:14]([O:16]CC)=[CH2:15])[C:8]([CH3:13])([CH3:12])[O:9]2)=[CH:4][CH:3]=1.Cl.O1CCOCC1, predict the reaction product. The product is: [Cl:1][C:2]1[CH:11]=[C:10]2[C:5]([C:6]([C:19]3[CH:20]=[CH:21][C:22]([F:25])=[CH:23][CH:24]=3)=[C:7]([C:14](=[O:16])[CH3:15])[C:8]([CH3:12])([CH3:13])[O:9]2)=[CH:4][CH:3]=1.